Dataset: Full USPTO retrosynthesis dataset with 1.9M reactions from patents (1976-2016). Task: Predict the reactants needed to synthesize the given product. (1) Given the product [CH3:18][O:17][C:15]([C:9]1[CH:8]=[C:7]2[C:12](=[CH:11][CH:10]=1)[NH:13][C:14]1[C:2](=[O:1])[C:3](=[CH:21][OH:22])[CH2:4][CH2:5][C:6]2=1)=[O:16], predict the reactants needed to synthesize it. The reactants are: [O:1]=[C:2]1[C:14]2[NH:13][C:12]3[C:7](=[CH:8][C:9]([C:15]([O:17][CH3:18])=[O:16])=[CH:10][CH:11]=3)[C:6]=2[CH2:5][CH2:4][CH2:3]1.[H-].[Na+].[CH:21](OC)=[O:22].Cl. (2) Given the product [Br:19][C:15]1[N:14]=[C:13]([C:11]([C:9]2[CH:8]=[CH:7][CH:6]=[C:5]([Br:4])[N:10]=2)([OH:12])[CH3:20])[CH:18]=[CH:17][CH:16]=1, predict the reactants needed to synthesize it. The reactants are: C[Mg]Cl.[Br:4][C:5]1[N:10]=[C:9]([C:11]([C:13]2[CH:18]=[CH:17][CH:16]=[C:15]([Br:19])[N:14]=2)=[O:12])[CH:8]=[CH:7][CH:6]=1.[CH2:20](O)C.[Cl-].[NH4+]. (3) Given the product [N:20]1([C:17](=[O:19])[C@@H:9]([NH:8][C:1](=[O:2])[O:3][C:4]([CH3:5])([CH3:6])[CH3:7])[CH2:10][C:11]2[CH:12]=[CH:13][N:14]=[CH:15][CH:16]=2)[CH2:25][CH2:24][O:23][CH2:22][CH2:21]1, predict the reactants needed to synthesize it. The reactants are: [C:1]([NH:8][C@H:9]([C:17]([OH:19])=O)[CH2:10][C:11]1[CH:16]=[CH:15][N:14]=[CH:13][CH:12]=1)([O:3][C:4]([CH3:7])([CH3:6])[CH3:5])=[O:2].[NH:20]1[CH2:25][CH2:24][O:23][CH2:22][CH2:21]1.CCN(C(C)C)C(C)C.CN(C(ON1N=NC2C=CC=CC1=2)=[N+](C)C)C.[B-](F)(F)(F)F. (4) Given the product [CH3:1][C:2]([CH3:37])([CH3:36])[CH2:3][CH2:4][C@@H:5]([N:12]1[CH2:17][CH2:16][C@@H:15]([CH2:18][C:19]([O:21][CH3:22])=[O:20])[C:14]([F:24])([F:23])[C@H:13]1[C:25]1[CH:30]=[CH:29][C:28]([C:31]([F:34])([F:32])[F:33])=[CH:27][CH:26]=1)[CH2:6][CH2:7][C:8]([F:9])([F:10])[F:11], predict the reactants needed to synthesize it. The reactants are: [CH3:1][C:2]([CH3:37])([CH3:36])[CH2:3][CH2:4][C@@H:5]([N:12]1[CH2:17][CH2:16][C@@H:15]([CH2:18][C:19]([O:21][CH3:22])=[O:20])[C:14]([F:24])([F:23])[C@@:13]1(O)[C:25]1[CH:30]=[CH:29][C:28]([C:31]([F:34])([F:33])[F:32])=[CH:27][CH:26]=1)[CH2:6][CH2:7][C:8]([F:11])([F:10])[F:9].[Cl-].[NH4+].